Task: Regression. Given two drug SMILES strings and cell line genomic features, predict the synergy score measuring deviation from expected non-interaction effect.. Dataset: NCI-60 drug combinations with 297,098 pairs across 59 cell lines (1) Drug 1: CN(C(=O)NC(C=O)C(C(C(CO)O)O)O)N=O. Drug 2: CCC1(C2=C(COC1=O)C(=O)N3CC4=CC5=C(C=CC(=C5CN(C)C)O)N=C4C3=C2)O.Cl. Cell line: HCT116. Synergy scores: CSS=-0.631, Synergy_ZIP=-19.4, Synergy_Bliss=-41.5, Synergy_Loewe=-53.1, Synergy_HSA=-41.3. (2) Drug 1: CCCS(=O)(=O)NC1=C(C(=C(C=C1)F)C(=O)C2=CNC3=C2C=C(C=N3)C4=CC=C(C=C4)Cl)F. Drug 2: C1CCN(CC1)CCOC2=CC=C(C=C2)C(=O)C3=C(SC4=C3C=CC(=C4)O)C5=CC=C(C=C5)O. Cell line: SK-MEL-5. Synergy scores: CSS=35.7, Synergy_ZIP=12.2, Synergy_Bliss=13.6, Synergy_Loewe=-4.57, Synergy_HSA=8.90. (3) Drug 1: CC1=C2C(C(=O)C3(C(CC4C(C3C(C(C2(C)C)(CC1OC(=O)C(C(C5=CC=CC=C5)NC(=O)OC(C)(C)C)O)O)OC(=O)C6=CC=CC=C6)(CO4)OC(=O)C)OC)C)OC. Drug 2: CC1=C(C(=CC=C1)Cl)NC(=O)C2=CN=C(S2)NC3=CC(=NC(=N3)C)N4CCN(CC4)CCO. Cell line: NCI-H226. Synergy scores: CSS=52.1, Synergy_ZIP=17.5, Synergy_Bliss=17.3, Synergy_Loewe=7.59, Synergy_HSA=19.0. (4) Drug 1: CC(C)NC(=O)C1=CC=C(C=C1)CNNC.Cl. Drug 2: C1C(C(OC1N2C=NC3=C2NC=NCC3O)CO)O. Cell line: MALME-3M. Synergy scores: CSS=-5.18, Synergy_ZIP=2.69, Synergy_Bliss=0.445, Synergy_Loewe=-6.78, Synergy_HSA=-6.11. (5) Drug 1: C1CN1C2=NC(=NC(=N2)N3CC3)N4CC4. Drug 2: B(C(CC(C)C)NC(=O)C(CC1=CC=CC=C1)NC(=O)C2=NC=CN=C2)(O)O. Cell line: NCI-H522. Synergy scores: CSS=69.9, Synergy_ZIP=-5.24, Synergy_Bliss=-5.08, Synergy_Loewe=-4.70, Synergy_HSA=-2.73. (6) Drug 1: C1=C(C(=O)NC(=O)N1)F. Drug 2: CN(CC1=CN=C2C(=N1)C(=NC(=N2)N)N)C3=CC=C(C=C3)C(=O)NC(CCC(=O)O)C(=O)O. Cell line: OVCAR-5. Synergy scores: CSS=34.4, Synergy_ZIP=-0.423, Synergy_Bliss=-0.544, Synergy_Loewe=1.20, Synergy_HSA=1.79.